This data is from Catalyst prediction with 721,799 reactions and 888 catalyst types from USPTO. The task is: Predict which catalyst facilitates the given reaction. (1) Reactant: Cl[C:2]1[C:7]([C:8]([F:11])([F:10])[F:9])=[CH:6][N:5]=[C:4]([S:12][CH3:13])[N:3]=1.[I-:14].[Na+].I. Product: [I:14][C:2]1[C:7]([C:8]([F:11])([F:10])[F:9])=[CH:6][N:5]=[C:4]([S:12][CH3:13])[N:3]=1. The catalyst class is: 6. (2) Reactant: [C:1]1([S:7]([C:10]2[CH:11]=[CH:12][C:13]([C:26]([F:29])([F:28])[F:27])=[C:14]([S:16]([NH:19][CH:20]3[CH2:25][CH2:24][NH:23][CH2:22][CH2:21]3)(=[O:18])=[O:17])[CH:15]=2)(=[O:9])=[O:8])[CH:6]=[CH:5][CH:4]=[CH:3][CH:2]=1.[CH3:30][C:31]1([CH3:34])[CH2:33][O:32]1. Product: [OH:32][C:31]([CH3:34])([CH3:33])[CH2:30][N:23]1[CH2:24][CH2:25][CH:20]([NH:19][S:16]([C:14]2[CH:15]=[C:10]([S:7]([C:1]3[CH:2]=[CH:3][CH:4]=[CH:5][CH:6]=3)(=[O:9])=[O:8])[CH:11]=[CH:12][C:13]=2[C:26]([F:28])([F:29])[F:27])(=[O:18])=[O:17])[CH2:21][CH2:22]1. The catalyst class is: 8.